From a dataset of Catalyst prediction with 721,799 reactions and 888 catalyst types from USPTO. Predict which catalyst facilitates the given reaction. (1) Reactant: [Cl:1][C:2]1[N:3]=[C:4]([N:19]2[CH2:24][CH2:23][O:22][CH2:21][CH2:20]2)[C:5]2[N:11]=[C:10]([CH2:12]P(=O)(OC)OC)[CH:9]=[CH:8][C:6]=2[N:7]=1.C([N-]C(C)C)(C)C.[Li+].[O:33]1[CH2:38][CH2:37][C:36](=O)[CH2:35][CH2:34]1. Product: [O:33]1[CH2:38][CH2:37][C:36](=[CH:12][C:10]2[CH:9]=[CH:8][C:6]3[N:7]=[C:2]([Cl:1])[N:3]=[C:4]([N:19]4[CH2:20][CH2:21][O:22][CH2:23][CH2:24]4)[C:5]=3[N:11]=2)[CH2:35][CH2:34]1. The catalyst class is: 1. (2) Product: [CH3:1][N:2]1[C@:6]2([CH2:18][C:9]3=[N:10][CH:11]=[C:12]([C:14]([OH:16])=[O:15])[CH:13]=[C:8]3[CH2:7]2)[C:5](=[O:19])[NH:4][C:3]1=[O:20]. The catalyst class is: 20. Reactant: [CH3:1][N:2]1[C@:6]2([CH2:18][C:9]3=[N:10][CH:11]=[C:12]([C:14]([O:16]C)=[O:15])[CH:13]=[C:8]3[CH2:7]2)[C:5](=[O:19])[NH:4][C:3]1=[O:20].[OH-].[Li+].Cl. (3) Reactant: [CH:1]1([CH2:4][OH:5])[CH2:3][CH2:2]1.[H-].[Na+].[Br:8][C:9]1[CH:10]=[N:11][CH:12]=[CH:13][C:14]=1Cl. Product: [Br:8][C:9]1[CH:10]=[N:11][CH:12]=[CH:13][C:14]=1[O:5][CH2:4][CH:1]1[CH2:3][CH2:2]1. The catalyst class is: 1. (4) Reactant: O.[OH-].[Li+:3].C[O:5][C:6](=[O:27])[C:7]1[CH:12]=[CH:11][CH:10]=[C:9]([CH2:13][N:14]2[C:19](=[O:20])[CH:18]=[CH:17][C:16]([C:21]3[CH:22]=[N:23][CH:24]=[CH:25][CH:26]=3)=[N:15]2)[CH:8]=1. Product: [O:20]=[C:19]1[N:14]([CH2:13][C:9]2[CH:8]=[C:7]([CH:12]=[CH:11][CH:10]=2)[C:6]([O-:27])=[O:5])[N:15]=[C:16]([C:21]2[CH:22]=[N:23][CH:24]=[CH:25][CH:26]=2)[CH:17]=[CH:18]1.[Li+:3]. The catalyst class is: 20. (5) Reactant: Cl.C(=[N:15][CH:16]([C:25]1[CH:30]=[CH:29][CH:28]=[C:27]([Cl:31])[C:26]=1[Cl:32])[CH2:17][C:18]1[O:22][N:21]=[C:20]([CH2:23][CH3:24])[CH:19]=1)(C1C=CC=CC=1)C1C=CC=CC=1. Product: [Cl:32][C:26]1[C:27]([Cl:31])=[CH:28][CH:29]=[CH:30][C:25]=1[CH:16]([NH2:15])[CH2:17][C:18]1[O:22][N:21]=[C:20]([CH2:23][CH3:24])[CH:19]=1. The catalyst class is: 27.